Dataset: Forward reaction prediction with 1.9M reactions from USPTO patents (1976-2016). Task: Predict the product of the given reaction. Given the reactants [CH2:1]1[C:13]2[NH:12][C:11]3[C:6](=[CH:7][CH:8]=[CH:9][CH:10]=3)[C:5]=2[C:4](=[O:14])[CH2:3][CH2:2]1.[H-].[Na+].Br[CH2:18][C:19]1[CH:28]=[CH:27][C:22]([C:23]([O:25][CH3:26])=[O:24])=[CH:21][CH:20]=1, predict the reaction product. The product is: [O:14]=[C:4]1[C:5]2[C:6]3[C:11](=[CH:10][CH:9]=[CH:8][CH:7]=3)[N:12]([CH2:18][C:19]3[CH:28]=[CH:27][C:22]([C:23]([O:25][CH3:26])=[O:24])=[CH:21][CH:20]=3)[C:13]=2[CH2:1][CH2:2][CH2:3]1.